From a dataset of Full USPTO retrosynthesis dataset with 1.9M reactions from patents (1976-2016). Predict the reactants needed to synthesize the given product. Given the product [CH3:45][CH2:46][O:47][CH2:48][CH3:50].[O:13]([CH:11]([CH3:3])[CH3:14])[CH:22]([CH3:23])[CH3:21].[CH3:43][O:42][C:36]1[CH:35]=[C:34]([CH:39]=[CH:38][C:37]=1[O:40][CH3:41])[C:33]([NH:32][C:29]1[CH:28]=[CH:27][C:26]([C:23]([CH3:24])([CH3:25])[CH2:22][CH2:21][NH:20][C:11]([C:3]2[NH:4][C:5]3=[N:6][CH:7]=[CH:8][CH:9]=[C:10]3[N:2]=2)=[O:12])=[CH:31][CH:30]=1)=[O:44], predict the reactants needed to synthesize it. The reactants are: Cl.[N:2]1[C:10]2[C:5](=[N:6][CH:7]=[CH:8][CH:9]=2)[NH:4][C:3]=1[C:11]([OH:13])=[O:12].[C:14](Cl)(=O)C(Cl)=O.[NH2:20][CH2:21][CH2:22][C:23]([C:26]1[CH:31]=[CH:30][C:29]([NH:32][C:33](=[O:44])[C:34]2[CH:39]=[CH:38][C:37]([O:40][CH3:41])=[C:36]([O:42][CH3:43])[CH:35]=2)=[CH:28][CH:27]=1)([CH3:25])[CH3:24].[CH3:45][CH2:46][O:47][C:48]([CH3:50])=O.CO.